Dataset: Full USPTO retrosynthesis dataset with 1.9M reactions from patents (1976-2016). Task: Predict the reactants needed to synthesize the given product. (1) Given the product [Br:1][C:2]1[CH:9]=[CH:8][C:5]([CH2:6][S:11]([CH3:10])(=[O:13])=[O:12])=[CH:4][CH:3]=1, predict the reactants needed to synthesize it. The reactants are: [Br:1][C:2]1[CH:9]=[CH:8][C:5]([CH2:6]Br)=[CH:4][CH:3]=1.[CH3:10][S:11]([O-:13])=[O:12].[Na+]. (2) Given the product [CH2:1]([O:4][CH:5]([C:9]1[CH:14]=[CH:13][C:12]([Cl:15])=[CH:11][CH:10]=1)[C:6]([Cl:18])=[O:7])[C:2]#[CH:3], predict the reactants needed to synthesize it. The reactants are: [CH2:1]([O:4][CH:5]([C:9]1[CH:14]=[CH:13][C:12]([Cl:15])=[CH:11][CH:10]=1)[C:6](O)=[O:7])[C:2]#[CH:3].S(Cl)([Cl:18])=O. (3) Given the product [N:23]1[CH:28]=[CH:27][CH:26]=[CH:25][C:24]=1[N:29]1[CH2:30][CH2:31][N:32]([C:1]([C:4]2[CH:5]=[C:6]([CH:20]=[CH:21][CH:22]=2)[CH2:7][N:8]2[C:17]3[C:12](=[CH:13][CH:14]=[CH:15][CH:16]=3)[C:11](=[O:18])[NH:10][C:9]2=[O:19])=[O:2])[CH2:33][CH2:34]1, predict the reactants needed to synthesize it. The reactants are: [C:1]([C:4]1[CH:5]=[C:6]([CH:20]=[CH:21][CH:22]=1)[CH2:7][N:8]1[C:17]2[C:12](=[CH:13][CH:14]=[CH:15][CH:16]=2)[C:11](=[O:18])[NH:10][C:9]1=[O:19])(O)=[O:2].[N:23]1[CH:28]=[CH:27][CH:26]=[CH:25][C:24]=1[N:29]1[CH2:34][CH2:33][NH:32][CH2:31][CH2:30]1.F[P-](F)(F)(F)(F)F.N1(OC(N(C)C)=[N+](C)C)C2N=CC=CC=2N=N1.C(N(CC)C(C)C)(C)C. (4) The reactants are: [Cl:1][C:2]1[C:3]([NH2:14])=[N:4][C:5]2[C:10]([N:11]=1)=[CH:9][C:8]([CH3:12])=[C:7]([CH3:13])[CH:6]=2.[CH2:15](OC(OCC)CBr)[CH3:16].CC1C=CC(S([O-])(=O)=O)=CC=1.C1C=C[NH+]=CC=1.C(=O)([O-])[O-].[Na+].[Na+]. Given the product [Cl:1][C:2]1[C:3]2[N:4]([CH:15]=[CH:16][N:14]=2)[C:5]2[C:10]([N:11]=1)=[CH:9][C:8]([CH3:12])=[C:7]([CH3:13])[CH:6]=2, predict the reactants needed to synthesize it. (5) The reactants are: [F:1][C:2]1[CH:7]=[CH:6][C:5]([N:8]2[CH:12]=[CH:11][C:10]([N+:13]([O-])=O)=[CH:9]2)=[CH:4][CH:3]=1. Given the product [F:1][C:2]1[CH:3]=[CH:4][C:5]([N:8]2[CH:12]=[CH:11][C:10]([NH2:13])=[CH:9]2)=[CH:6][CH:7]=1, predict the reactants needed to synthesize it. (6) Given the product [NH2:11][C:5]1[N:6]=[N:7][C:8]([CH3:10])=[CH:9][C:4]=1[CH:2]([CH3:1])[CH3:3], predict the reactants needed to synthesize it. The reactants are: [CH3:1][CH:2]([C:4]1[CH:9]=[C:8]([CH3:10])[N:7]=[N:6][C:5]=1[NH:11]C(=O)C(C)(C)C)[CH3:3].Cl. (7) Given the product [CH:15]1([CH2:14][CH:13]([C:20]2[CH:25]=[CH:24][C:23]([S:26]([CH3:29])(=[O:28])=[O:27])=[CH:22][CH:21]=2)[C:12]([NH:11][C:8]2[S:9][CH:10]=[C:6]([CH2:5][CH2:4][OH:3])[N:7]=2)=[O:30])[CH2:16][CH2:17][CH2:18][CH2:19]1, predict the reactants needed to synthesize it. The reactants are: C([O:3][C:4](=O)[CH2:5][C:6]1[N:7]=[C:8]([NH:11][C:12](=[O:30])[CH:13]([C:20]2[CH:25]=[CH:24][C:23]([S:26]([CH3:29])(=[O:28])=[O:27])=[CH:22][CH:21]=2)[CH2:14][CH:15]2[CH2:19][CH2:18][CH2:17][CH2:16]2)[S:9][CH:10]=1)C.[H-].[Al+3].[Li+].[H-].[H-].[H-]. (8) The reactants are: [F:1][C:2]1[CH:3]=[CH:4][CH:5]=[C:6]2[C:10]=1[NH:9][C:8](=[O:11])[C:7]2=[O:12].[N+:13]([CH3:16])([O-:15])=[O:14]. Given the product [F:1][C:2]1[CH:3]=[CH:4][CH:5]=[C:6]2[C:10]=1[NH:9][C:8](=[O:11])[C:7]2([OH:12])[CH2:16][N+:13]([O-:15])=[O:14], predict the reactants needed to synthesize it.